This data is from Forward reaction prediction with 1.9M reactions from USPTO patents (1976-2016). The task is: Predict the product of the given reaction. (1) Given the reactants C(OC(=O)N([CH:12]1[O:26][C:16]2=[C:17]3[C:22](=[CH:23][CH:24]=[C:15]2[O:14][CH2:13]1)[N:21]=[C:20]([CH3:25])[CH:19]=[CH:18]3)CCC=O)(C)(C)C.[O:28]1[C:33]2[CH:34]=[CH:35][CH:36]=[CH:37][C:32]=2[NH:31][CH2:30][CH2:29]1.[BH3-][C:39]#[N:40].[Na+].[OH-].[Na+].[C:44](O)([C:46](F)(F)F)=O.[CH3:51]O, predict the reaction product. The product is: [O:28]1[C:33]2[CH:34]=[CH:35][CH:36]=[CH:37][C:32]=2[N:31]([CH2:51][CH2:44][CH2:46][NH:40][CH2:39][C@@H:12]2[O:26][C:16]3=[C:17]4[C:22](=[CH:23][CH:24]=[C:15]3[O:14][CH2:13]2)[N:21]=[C:20]([CH3:25])[CH:19]=[CH:18]4)[CH2:30][CH2:29]1. (2) Given the reactants [CH3:1][N:2]([CH3:15])[S:3]([NH:6][C:7]1[N:12]=[CH:11][C:10]([C:13]#[N:14])=[CH:9][CH:8]=1)(=[O:5])=[O:4].C(OCC)(=O)C.[ClH:22], predict the reaction product. The product is: [ClH:22].[ClH:22].[CH3:1][N:2]([CH3:15])[S:3]([NH:6][C:7]1[N:12]=[CH:11][C:10]([CH2:13][NH2:14])=[CH:9][CH:8]=1)(=[O:4])=[O:5]. (3) Given the reactants [Br:1][C:2]1[C:10]2[N:9]=[C:8]([CH3:11])[NH:7][C:6]=2[CH:5]=[C:4]([N:12]2[CH2:17][CH2:16][O:15][CH2:14][CH2:13]2)[CH:3]=1.Br[CH2:19][C:20]1[CH:25]=[CH:24][CH:23]=[C:22]([Cl:26])[C:21]=1[Cl:27].C(=O)([O-])[O-].[K+].[K+].O, predict the reaction product. The product is: [Br:1][C:2]1[C:10]2[N:9]=[C:8]([CH3:11])[N:7]([CH2:19][C:20]3[CH:25]=[CH:24][CH:23]=[C:22]([Cl:26])[C:21]=3[Cl:27])[C:6]=2[CH:5]=[C:4]([N:12]2[CH2:17][CH2:16][O:15][CH2:14][CH2:13]2)[CH:3]=1. (4) The product is: [CH3:1][O:2][C:3](=[O:23])[NH:4][CH:5]([C:9]([N:11]1[CH2:15][CH2:14][CH2:13][CH:12]1[C:16]1[NH:17][C:18]([C:21]#[C:22][C:47]2[CH:48]=[CH:49][C:44]([C:41]3[NH:40][C:39]([CH:35]4[CH2:36][CH2:37][CH2:38][N:34]4[C:32](=[O:33])[CH:28]([NH:27][C:26]([O:25][CH3:24])=[O:51])[CH:29]([CH3:31])[CH3:30])=[N:43][CH:42]=3)=[CH:45][CH:46]=2)=[CH:19][N:20]=1)=[O:10])[CH:6]([CH3:8])[CH3:7]. Given the reactants [CH3:1][O:2][C:3](=[O:23])[NH:4][CH:5]([C:9]([N:11]1[CH2:15][CH2:14][CH2:13][CH:12]1[C:16]1[NH:17][C:18]([C:21]#[CH:22])=[CH:19][N:20]=1)=[O:10])[CH:6]([CH3:8])[CH3:7].[CH3:24][O:25][C:26](=[O:51])[NH:27][CH:28]([C:32]([N:34]1[CH2:38][CH2:37][CH2:36][CH:35]1[C:39]1[NH:40][C:41]([C:44]2[CH:49]=[CH:48][C:47](Br)=[CH:46][CH:45]=2)=[CH:42][N:43]=1)=[O:33])[CH:29]([CH3:31])[CH3:30].C(N(CC)CC)C.O, predict the reaction product. (5) Given the reactants FC(F)(F)C(O)=O.[C:8]([O:11][CH2:12][CH2:13][CH2:14][NH:15][C:16](=[O:50])[C@H:17]([N:25]([C:27](=[O:49])[C@H:28]([N:40](C(OC(C)(C)C)=O)[CH3:41])[CH2:29][C:30]1[CH:39]=[CH:38][C:37]2[C:32](=[CH:33][CH:34]=[CH:35][CH:36]=2)[CH:31]=1)[CH3:26])[CH2:18][C:19]1[CH:24]=[CH:23][CH:22]=[CH:21][CH:20]=1)(=[O:10])[CH3:9], predict the reaction product. The product is: [C:8]([O:11][CH2:12][CH2:13][CH2:14][NH:15][C:16](=[O:50])[C@H:17]([N:25]([C:27](=[O:49])[C@H:28]([NH:40][CH3:41])[CH2:29][C:30]1[CH:39]=[CH:38][C:37]2[C:32](=[CH:33][CH:34]=[CH:35][CH:36]=2)[CH:31]=1)[CH3:26])[CH2:18][C:19]1[CH:20]=[CH:21][CH:22]=[CH:23][CH:24]=1)(=[O:10])[CH3:9]. (6) Given the reactants [Br:1][C:2]1[CH:3]=[C:4]2[C@@:15]3([CH2:20][CH2:19][O:18][C:17]([NH2:21])=[N:16]3)[C:14]3[C:9](=[CH:10][CH:11]=[C:12]([C:22]4[C:23]([F:28])=[N:24][CH:25]=[CH:26][CH:27]=4)[CH:13]=3)[O:8][C:5]2=[N:6][CH:7]=1.[Br:29][C:30]1[CH:31]=[C:32]2[C:43]3([CH2:48][CH2:47][O:46][C:45]([NH2:49])=[N:44]3)[C:42]3[C:37](=[CH:38][CH:39]=[C:40]([C:50]4[C:51]([F:56])=[N:52][CH:53]=[CH:54][CH:55]=4)[CH:41]=3)[O:36][C:33]2=[N:34][CH:35]=1, predict the reaction product. The product is: [Br:1][C:2]1[CH:3]=[C:4]2[C@:15]3([CH2:20][CH2:19][O:18][C:17]([NH2:21])=[N:16]3)[C:14]3[C:9](=[CH:10][CH:11]=[C:12]([C:22]4[C:23]([F:28])=[N:24][CH:25]=[CH:26][CH:27]=4)[CH:13]=3)[O:8][C:5]2=[N:6][CH:7]=1.[Br:29][C:30]1[CH:31]=[C:32]2[C@@:43]3([CH2:48][CH2:47][O:46][C:45]([NH2:49])=[N:44]3)[C:42]3[C:37](=[CH:38][CH:39]=[C:40]([C:50]4[C:51]([F:56])=[N:52][CH:53]=[CH:54][CH:55]=4)[CH:41]=3)[O:36][C:33]2=[N:34][CH:35]=1.